From a dataset of Forward reaction prediction with 1.9M reactions from USPTO patents (1976-2016). Predict the product of the given reaction. (1) Given the reactants C[O:2][C:3](=[O:29])[C:4]1[CH:9]=[CH:8][C:7]([C:10]2[N:11]=[C:12](Cl)[C:13]3[C:14](=[CH:16][N:17](CC4C=CC(OC)=CC=4)[N:18]=3)[N:15]=2)=[CH:6][CH:5]=1.[CH3:30][N:31]1[CH2:36][CH2:35][N:34]([C:37]2[CH:43]=[CH:42][C:40]([NH2:41])=[CH:39][CH:38]=2)[CH2:33][CH2:32]1.Cl, predict the reaction product. The product is: [CH3:30][N:31]1[CH2:32][CH2:33][N:34]([C:37]2[CH:43]=[CH:42][C:40]([NH:41][C:12]3[C:13]4[NH:18][N:17]=[CH:16][C:14]=4[N:15]=[C:10]([C:7]4[CH:6]=[CH:5][C:4]([C:3]([OH:2])=[O:29])=[CH:9][CH:8]=4)[N:11]=3)=[CH:39][CH:38]=2)[CH2:35][CH2:36]1. (2) The product is: [C:1]1([CH2:7][CH2:8][CH2:9][CH:10]([NH:20][C:21](=[O:38])[CH2:22][C:23]([N:25]2[CH2:30][CH2:29][NH:28][CH2:27][CH2:26]2)=[O:24])[CH2:11][CH2:12][CH2:13][C:14]2[CH:15]=[CH:16][CH:17]=[CH:18][CH:19]=2)[CH:2]=[CH:3][CH:4]=[CH:5][CH:6]=1. Given the reactants [C:1]1([CH2:7][CH2:8][CH2:9][CH:10]([NH:20][C:21](=[O:38])[CH2:22][C:23]([N:25]2[CH2:30][CH2:29][N:28](C(OC(C)(C)C)=O)[CH2:27][CH2:26]2)=[O:24])[CH2:11][CH2:12][CH2:13][C:14]2[CH:19]=[CH:18][CH:17]=[CH:16][CH:15]=2)[CH:6]=[CH:5][CH:4]=[CH:3][CH:2]=1.FC(F)(F)C(O)=O, predict the reaction product. (3) Given the reactants [CH3:1][O:2][C:3]1[CH:4]=[C:5]([CH:8]=[CH:9][C:10]=1[C:11]1[CH:16]=[CH:15][CH:14]=[CH:13][N:12]=1)[CH:6]=[O:7].[N+:17]([CH3:20])([O-:19])=[O:18], predict the reaction product. The product is: [CH3:1][O:2][C:3]1[CH:4]=[C:5]([CH:6]([OH:7])[CH2:20][N+:17]([O-:19])=[O:18])[CH:8]=[CH:9][C:10]=1[C:11]1[CH:16]=[CH:15][CH:14]=[CH:13][N:12]=1. (4) Given the reactants C[O:2][C:3]1[N:8]=[C:7]([C:9]2[S:10][CH:11]=[CH:12][N:13]=2)[CH:6]=[CH:5][CH:4]=1.C(N(C(C)C)CC)(C)C.[F:23][C:24]([F:43])([F:42])[S:25](N(C1C=CC=CC=1)[S:25]([C:24]([F:43])([F:42])[F:23])(=[O:27])=[O:26])(=[O:27])=[O:26], predict the reaction product. The product is: [F:23][C:24]([F:43])([F:42])[S:25]([O:2][C:3]1[CH:4]=[CH:5][CH:6]=[C:7]([C:9]2[S:10][CH:11]=[CH:12][N:13]=2)[N:8]=1)(=[O:27])=[O:26]. (5) Given the reactants CC1(C)[O:6][C:5](=[CH:7][C:8]([N:10]([CH2:13][CH2:14][CH2:15][C:16]2[CH:21]=[CH:20][C:19]([F:22])=[CH:18][CH:17]=2)[O:11][CH3:12])=[O:9])[C:4](=[O:23])O1.[CH2:25]=O.[NH2:27][CH2:28][CH2:29][N:30]1[CH2:35][CH2:34][O:33][CH2:32][CH2:31]1, predict the reaction product. The product is: [F:22][C:19]1[CH:18]=[CH:17][C:16]([CH2:15][CH2:14][CH2:13][N:10]([O:11][CH3:12])[C:8]([C:7]2[CH2:25][N:27]([CH2:28][CH2:29][N:30]3[CH2:35][CH2:34][O:33][CH2:32][CH2:31]3)[C:4](=[O:23])[C:5]=2[OH:6])=[O:9])=[CH:21][CH:20]=1. (6) The product is: [F:24][C:21]1[CH:22]=[CH:23][C:18](/[CH:17]=[CH:16]/[CH2:15][O:1][C:2]2[CH:7]=[C:6]([CH3:8])[C:5]([NH:9][CH:10]=[O:11])=[C:4]([CH3:12])[C:3]=2[CH3:13])=[CH:19][CH:20]=1. Given the reactants [OH:1][C:2]1[CH:7]=[C:6]([CH3:8])[C:5]([NH:9][CH:10]=[O:11])=[C:4]([CH3:12])[C:3]=1[CH3:13].Br[CH2:15]/[CH:16]=[CH:17]/[C:18]1[CH:23]=[CH:22][C:21]([F:24])=[CH:20][CH:19]=1, predict the reaction product. (7) Given the reactants [CH3:1][C@H:2]([CH:9]=O)[CH2:3][C:4]([O:6][CH2:7][CH3:8])=[O:5].Cl[CH:12](Cl)[B:13]1[O:17][C:16]([CH3:19])([CH3:18])[C:15]([CH3:21])([CH3:20])[O:14]1.[Li+].[I-], predict the reaction product. The product is: [CH3:1][C@H:2](/[CH:9]=[CH:12]/[B:13]1[O:17][C:16]([CH3:19])([CH3:18])[C:15]([CH3:21])([CH3:20])[O:14]1)[CH2:3][C:4]([O:6][CH2:7][CH3:8])=[O:5].